From a dataset of Reaction yield outcomes from USPTO patents with 853,638 reactions. Predict the reaction yield, written as a fraction of the theoretical maximum amount of product (1.0 means a 100% yield; for example, 0.34 means a 34% yield). The reactants are [Br:1][C:2]1[CH:7]=[CH:6][C:5]([C@@H:8]([N:10]2[CH2:15][CH2:14][C:13]([CH2:19][CH2:20][C:21]([OH:23])=[O:22])([CH:16]([CH3:18])[CH3:17])[O:12][C:11]2=[O:24])[CH3:9])=[CH:4][CH:3]=1.O=S(Cl)Cl.[CH3:29]O. No catalyst specified. The product is [Br:1][C:2]1[CH:7]=[CH:6][C:5]([C@@H:8]([N:10]2[CH2:15][CH2:14][C:13]([CH2:19][CH2:20][C:21]([O:23][CH3:29])=[O:22])([CH:16]([CH3:17])[CH3:18])[O:12][C:11]2=[O:24])[CH3:9])=[CH:4][CH:3]=1. The yield is 0.960.